Dataset: Forward reaction prediction with 1.9M reactions from USPTO patents (1976-2016). Task: Predict the product of the given reaction. (1) Given the reactants [Cl:1][C:2]1[S:3][C:4]([Cl:12])=[CH:5][C:6]=1[CH2:7][S:8](Cl)(=O)=O.ClC1C=C(CS[C:23](=[O:25])[CH3:24])C=C(F)C=1, predict the reaction product. The product is: [Cl:1][C:2]1[S:3][C:4]([Cl:12])=[CH:5][C:6]=1[CH2:7][S:8][C:23](=[O:25])[CH3:24]. (2) The product is: [F:1][C:2]1[CH:7]=[CH:6][CH:5]=[CH:4][C:3]=1[C:8]1[N:13]=[C:12]2[C:14]([C:17]3[CH:18]=[C:19]([N:23]4[CH2:24][CH2:25][CH:26]([NH2:29])[CH2:27][CH2:28]4)[CH:20]=[N:21][CH:22]=3)=[CH:15][NH:16][C:11]2=[CH:10][CH:9]=1. Given the reactants [F:1][C:2]1[CH:7]=[CH:6][CH:5]=[CH:4][C:3]=1[C:8]1[N:13]=[C:12]2[C:14]([C:17]3[CH:18]=[C:19]([N:23]4[CH2:28][CH2:27][CH:26]([NH:29]C(=O)OC(C)(C)C)[CH2:25][CH2:24]4)[CH:20]=[N:21][CH:22]=3)=[CH:15][NH:16][C:11]2=[CH:10][CH:9]=1.Cl, predict the reaction product. (3) Given the reactants [F:1][C:2]1[CH:9]=[CH:8][C:7]([CH2:10][CH2:11][C:12]2([CH2:32][OH:33])[CH2:17][CH2:16][N:15]([C:18](=[O:31])[CH2:19][C:20]3[CH:25]=[CH:24][C:23]([N:26]4[CH:30]=[N:29][N:28]=[N:27]4)=[CH:22][CH:21]=3)[CH2:14][CH2:13]2)=[CH:6][C:3]=1[C:4]#[N:5].CC(OI1(OC(C)=O)(OC(C)=O)OC(=O)C2C=CC=CC1=2)=O, predict the reaction product. The product is: [F:1][C:2]1[CH:9]=[CH:8][C:7]([CH2:10][CH2:11][C:12]2([CH:32]=[O:33])[CH2:13][CH2:14][N:15]([C:18](=[O:31])[CH2:19][C:20]3[CH:25]=[CH:24][C:23]([N:26]4[CH:30]=[N:29][N:28]=[N:27]4)=[CH:22][CH:21]=3)[CH2:16][CH2:17]2)=[CH:6][C:3]=1[C:4]#[N:5].